This data is from Reaction yield outcomes from USPTO patents with 853,638 reactions. The task is: Predict the reaction yield, written as a fraction of the theoretical maximum amount of product (1.0 means a 100% yield; for example, 0.34 means a 34% yield). (1) The reactants are [Cl:1][C:2]1[CH:7]=[C:6]([Cl:8])[CH:5]=[CH:4][C:3]=1[C:9]1[N:10]=[C:11](/[CH:15]=[CH:16]/[C:17]2[CH:22]=[CH:21][C:20]([C:23]3[CH:28]=[CH:27][C:26]([O:29][CH3:30])=[CH:25][CH:24]=3)=[CH:19][CH:18]=2)[N:12]([CH3:14])[CH:13]=1.C1(O)C=CC=CC=1.BrC[CH2:40][CH2:41][C:42]([O:44][CH3:45])=[O:43]. No catalyst specified. The product is [CH3:45][O:44][C:42](=[O:43])[CH2:41][CH2:40][CH2:30][O:29][C:26]1[CH:25]=[CH:24][C:23]([C:20]2[CH:21]=[CH:22][C:17](/[CH:16]=[CH:15]/[C:11]3[N:12]([CH3:14])[CH:13]=[C:9]([C:3]4[CH:4]=[CH:5][C:6]([Cl:8])=[CH:7][C:2]=4[Cl:1])[N:10]=3)=[CH:18][CH:19]=2)=[CH:28][CH:27]=1. The yield is 0.610. (2) The reactants are [CH3:1][S:2]([C:5]1[CH:6]=[C:7]([CH:10]=[CH:11][N:12]=1)[C:8]#[N:9])(=[O:4])=[O:3].[BH4-].[Na+].C(O)(C(F)(F)F)=O.[H][H].[C:24](O[C:24]([O:26][C:27]([CH3:30])([CH3:29])[CH3:28])=[O:25])([O:26][C:27]([CH3:30])([CH3:29])[CH3:28])=[O:25]. The catalyst is C1COCC1.[Br-].[Zn+2].[Br-].O.CO. The product is [CH3:1][S:2]([C:5]1[CH:6]=[C:7]([CH2:8][NH:9][C:24](=[O:25])[O:26][C:27]([CH3:30])([CH3:29])[CH3:28])[CH:10]=[CH:11][N:12]=1)(=[O:4])=[O:3]. The yield is 0.760. (3) The reactants are [CH3:1][N:2]1[CH:6]=[C:5]([C:7](=O)[CH:8]=[C:9](O)[C:10]([F:13])([F:12])[F:11])[C:4]([CH3:16])=[N:3]1.[Br:17][C:18]1[CH:22]=[C:21]([NH2:23])[NH:20][N:19]=1.[C:24](O)(=O)C. No catalyst specified. The product is [Br:17][C:18]1[CH:22]=[C:21]2[N:23]=[C:7]([C:5]3[C:4]([CH3:16])=[N:3][N:2]([CH2:1][CH3:24])[CH:6]=3)[CH:8]=[C:9]([C:10]([F:13])([F:12])[F:11])[N:20]2[N:19]=1. The yield is 0.731. (4) The product is [CH:2]([CH2:3][C:4]1[CH:18]=[CH:17][C:7]([O:8][CH2:9][C:10]([O:12][C:13]([CH3:14])([CH3:15])[CH3:16])=[O:11])=[CH:6][CH:5]=1)=[O:1]. The reactants are [OH:1][CH2:2][CH2:3][C:4]1[CH:18]=[CH:17][C:7]([O:8][CH2:9][C:10]([O:12][C:13]([CH3:16])([CH3:15])[CH3:14])=[O:11])=[CH:6][CH:5]=1.[Cr](Cl)([O-])(=O)=O.[NH+]1C=CC=CC=1.CCOCC. The yield is 0.800. The catalyst is ClCCl. (5) The reactants are [P:1]([OH:29])([OH:28])([O:3][C:4]1[CH:9]=[CH:8][C:7]([Cl:10])=[CH:6][C:5]=1[C:11](=[O:27])[NH:12][C:13]1[CH:18]=[C:17]([C:19]([F:22])([F:21])[F:20])[CH:16]=[C:15]([C:23]([F:26])([F:25])[F:24])[CH:14]=1)=[O:2].[CH2:30]([CH2:32][NH2:33])[OH:31]. The catalyst is CO. The product is [CH2:30]([CH2:32][NH2:33])[OH:31].[CH2:30]([CH2:32][NH2:33])[OH:31].[P:1]([OH:29])([OH:28])([O:3][C:4]1[CH:9]=[CH:8][C:7]([Cl:10])=[CH:6][C:5]=1[C:11](=[O:27])[NH:12][C:13]1[CH:18]=[C:17]([C:19]([F:20])([F:21])[F:22])[CH:16]=[C:15]([C:23]([F:24])([F:25])[F:26])[CH:14]=1)=[O:2]. The yield is 0.840. (6) The reactants are [CH:1]1([CH2:7][C:8]2[NH:12][N:11]=[C:10]([C:13]([O:15][CH2:16][CH3:17])=[O:14])[CH:9]=2)[CH2:6][CH2:5][CH2:4][CH2:3][CH2:2]1.[B-](F)(F)(F)[F:19].[B-](F)(F)(F)F.C1[N+]2(CCl)CC[N+](F)(CC2)C1. The catalyst is CC#N. The product is [CH:1]1([CH2:7][C:8]2[NH:12][N:11]=[C:10]([C:13]([O:15][CH2:16][CH3:17])=[O:14])[C:9]=2[F:19])[CH2:2][CH2:3][CH2:4][CH2:5][CH2:6]1. The yield is 0.380.